From a dataset of Peptide-MHC class II binding affinity with 134,281 pairs from IEDB. Regression. Given a peptide amino acid sequence and an MHC pseudo amino acid sequence, predict their binding affinity value. This is MHC class II binding data. (1) The peptide sequence is LEVLNFDFQANAQLS. The MHC is HLA-DPA10201-DPB10501 with pseudo-sequence HLA-DPA10201-DPB10501. The binding affinity (normalized) is 0.0221. (2) The peptide sequence is QPGVDIIEGPVKNVA. The MHC is DRB1_0405 with pseudo-sequence DRB1_0405. The binding affinity (normalized) is 0.162. (3) The peptide sequence is SQDLELSWSLNGLQAY. The MHC is HLA-DQA10101-DQB10501 with pseudo-sequence HLA-DQA10101-DQB10501. The binding affinity (normalized) is 0.631. (4) The peptide sequence is AAAGAEAGKATTEEQ. The MHC is DRB5_0101 with pseudo-sequence DRB5_0101. The binding affinity (normalized) is 0.0704. (5) The peptide sequence is AFKVAATAANAAPPN. The MHC is DRB1_0901 with pseudo-sequence DRB1_0901. The binding affinity (normalized) is 0.788. (6) The peptide sequence is FYADDTAGWDTRITE. The MHC is HLA-DQA10501-DQB10302 with pseudo-sequence HLA-DQA10501-DQB10302. The binding affinity (normalized) is 0.314. (7) The peptide sequence is GFLNEDHWFSRENSYSG. The MHC is DRB1_1501 with pseudo-sequence DRB1_1501. The binding affinity (normalized) is 0.263. (8) The peptide sequence is MGKATTEEQKLIEDV. The MHC is HLA-DQA10104-DQB10503 with pseudo-sequence HLA-DQA10104-DQB10503. The binding affinity (normalized) is 0. (9) The peptide sequence is AFILYGDNLFPKV. The MHC is DRB3_0101 with pseudo-sequence DRB3_0101. The binding affinity (normalized) is 0.620. (10) The peptide sequence is ASLMRGLSSRKRRSH. The MHC is HLA-DQA10501-DQB10402 with pseudo-sequence HLA-DQA10501-DQB10402. The binding affinity (normalized) is 0.460.